This data is from Catalyst prediction with 721,799 reactions and 888 catalyst types from USPTO. The task is: Predict which catalyst facilitates the given reaction. (1) Reactant: [CH2:1]([O:8][C:9]1[CH:10]=[C:11]2[C:16](=[CH:17][CH:18]=1)[C:15](=[O:19])[N:14]([CH2:20][CH:21]([CH3:23])[CH3:22])[C:13]([C:24]([O:26]C(C)(C)C)=[O:25])=[C:12]2[C:31]1[CH:36]=[CH:35][CH:34]=[CH:33][CH:32]=1)[C:2]1[CH:7]=[CH:6][CH:5]=[CH:4][CH:3]=1. Product: [CH2:1]([O:8][C:9]1[CH:10]=[C:11]2[C:16](=[CH:17][CH:18]=1)[C:15](=[O:19])[N:14]([CH2:20][CH:21]([CH3:23])[CH3:22])[C:13]([C:24]([OH:26])=[O:25])=[C:12]2[C:31]1[CH:32]=[CH:33][CH:34]=[CH:35][CH:36]=1)[C:2]1[CH:3]=[CH:4][CH:5]=[CH:6][CH:7]=1. The catalyst class is: 55. (2) Reactant: [F:1][C:2]1[CH:3]=[C:4]([NH:35][C:36]2[N:51]=[CH:50][CH:49]=[CH:48][C:37]=2[C:38]([NH:40][C:41]2[CH:46]=[CH:45][C:44]([F:47])=[CH:43][CH:42]=2)=[O:39])[CH:5]=[CH:6][C:7]=1[O:8][C:9]1[CH:14]=[CH:13][N:12]=[C:11]2[N:15]([CH2:26][C:27]3[CH:32]=[CH:31][C:30]([O:33][CH3:34])=[CH:29][CH:28]=3)[N:16]=[C:17]([O:18][CH2:19][CH:20]3[CH2:25][CH2:24][NH:23][CH2:22][CH2:21]3)[C:10]=12.[CH:52](=O)[CH3:53].C(O[BH-](OC(=O)C)OC(=O)C)(=O)C.[Na+].O. Product: [CH2:52]([N:23]1[CH2:24][CH2:25][CH:20]([CH2:19][O:18][C:17]2[C:10]3[C:11](=[N:12][CH:13]=[CH:14][C:9]=3[O:8][C:7]3[CH:6]=[CH:5][C:4]([NH:35][C:36]4[N:51]=[CH:50][CH:49]=[CH:48][C:37]=4[C:38]([NH:40][C:41]4[CH:42]=[CH:43][C:44]([F:47])=[CH:45][CH:46]=4)=[O:39])=[CH:3][C:2]=3[F:1])[N:15]([CH2:26][C:27]3[CH:28]=[CH:29][C:30]([O:33][CH3:34])=[CH:31][CH:32]=3)[N:16]=2)[CH2:21][CH2:22]1)[CH3:53]. The catalyst class is: 2. (3) Reactant: [OH:1][C:2]1[CH:9]=[CH:8][C:5]([CH:6]=O)=[CH:4][CH:3]=1.[CH3:10][C:11]([CH3:13])=[O:12]. Product: [OH:1][C:2]1[CH:9]=[CH:8][C:5]([CH:6]=[CH:10][C:11](=[O:12])[CH3:13])=[CH:4][CH:3]=1. The catalyst class is: 74.